Dataset: Forward reaction prediction with 1.9M reactions from USPTO patents (1976-2016). Task: Predict the product of the given reaction. (1) Given the reactants [CH2:1]([C@:8]1([C:23]([NH:25][CH2:26][C:27](=O)[C:28]2[CH:33]=[CH:32][CH:31]=[CH:30][CH:29]=2)=[O:24])[O:12][C:11](=[O:13])[N:10]([C@@H:14]([C:16]2[CH:21]=[CH:20][CH:19]=[CH:18][CH:17]=2)[CH3:15])[C:9]1=[O:22])[C:2]1[CH:7]=[CH:6][CH:5]=[CH:4][CH:3]=1.S(=O)(=O)(O)O, predict the reaction product. The product is: [CH2:1]([C@:8]1([C:23]2[O:24][C:27]([C:28]3[CH:29]=[CH:30][CH:31]=[CH:32][CH:33]=3)=[CH:26][N:25]=2)[O:12][C:11](=[O:13])[N:10]([C@@H:14]([C:16]2[CH:21]=[CH:20][CH:19]=[CH:18][CH:17]=2)[CH3:15])[C:9]1=[O:22])[C:2]1[CH:3]=[CH:4][CH:5]=[CH:6][CH:7]=1. (2) Given the reactants [CH3:1][O:2][CH2:3][C:4]1[CH:5]=[C:6]([CH2:11]O)[CH:7]=[C:8]([CH3:10])[CH:9]=1.P(Br)(Br)[Br:14].O, predict the reaction product. The product is: [Br:14][CH2:11][C:6]1[CH:7]=[C:8]([CH3:10])[CH:9]=[C:4]([CH2:3][O:2][CH3:1])[CH:5]=1. (3) Given the reactants [Cl:1][C:2]1[CH:7]=[CH:6][CH:5]=[C:4]([Cl:8])[C:3]=1[NH:9][C:10]1[N:14]2[CH:15]=[CH:16][CH:17]=[N:18][C:13]2=[N:12][C:11]=1[C:19]1[C:27]([O:28][CH3:29])=[CH:26][C:25]([O:30][CH3:31])=[CH:24][C:20]=1[C:21]([OH:23])=O.Cl.CON.C[N:37]1CCO[CH2:39][CH2:38]1, predict the reaction product. The product is: [Cl:1][C:2]1[CH:7]=[CH:6][CH:5]=[C:4]([Cl:8])[C:3]=1[NH:9][C:10]1[N:14]2[CH:15]=[CH:16][CH:17]=[N:18][C:13]2=[N:12][C:11]=1[C:19]1[C:27]([O:28][CH3:29])=[CH:26][C:25]([O:30][CH3:31])=[CH:24][C:20]=1[C:21]([NH:37][CH2:38][CH3:39])=[O:23].